Regression. Given two drug SMILES strings and cell line genomic features, predict the synergy score measuring deviation from expected non-interaction effect. From a dataset of NCI-60 drug combinations with 297,098 pairs across 59 cell lines. (1) Drug 1: CCC1(CC2CC(C3=C(CCN(C2)C1)C4=CC=CC=C4N3)(C5=C(C=C6C(=C5)C78CCN9C7C(C=CC9)(C(C(C8N6C=O)(C(=O)OC)O)OC(=O)C)CC)OC)C(=O)OC)O.OS(=O)(=O)O. Drug 2: C1CC(=O)NC(=O)C1N2C(=O)C3=CC=CC=C3C2=O. Cell line: SN12C. Synergy scores: CSS=-4.85, Synergy_ZIP=1.37, Synergy_Bliss=-1.47, Synergy_Loewe=-4.13, Synergy_HSA=-4.64. (2) Drug 1: CC1C(C(=O)NC(C(=O)N2CCCC2C(=O)N(CC(=O)N(C(C(=O)O1)C(C)C)C)C)C(C)C)NC(=O)C3=C4C(=C(C=C3)C)OC5=C(C(=O)C(=C(C5=N4)C(=O)NC6C(OC(=O)C(N(C(=O)CN(C(=O)C7CCCN7C(=O)C(NC6=O)C(C)C)C)C)C(C)C)C)N)C. Drug 2: CC1C(C(CC(O1)OC2CC(CC3=C2C(=C4C(=C3O)C(=O)C5=CC=CC=C5C4=O)O)(C(=O)C)O)N)O. Cell line: U251. Synergy scores: CSS=61.5, Synergy_ZIP=18.1, Synergy_Bliss=17.7, Synergy_Loewe=14.0, Synergy_HSA=18.0.